The task is: Regression. Given a peptide amino acid sequence and an MHC pseudo amino acid sequence, predict their binding affinity value. This is MHC class I binding data.. This data is from Peptide-MHC class I binding affinity with 185,985 pairs from IEDB/IMGT. The peptide sequence is AAGLQDCTML. The MHC is Patr-B0101 with pseudo-sequence Patr-B0101. The binding affinity (normalized) is 0.